This data is from Full USPTO retrosynthesis dataset with 1.9M reactions from patents (1976-2016). The task is: Predict the reactants needed to synthesize the given product. Given the product [CH:16]1([CH2:15][N:11]2[C:12]3[C:7](=[C:6]([OH:28])[C:5]([C:3]([NH:29][CH2:30][CH2:31][C:32]([OH:34])=[O:33])=[O:4])=[N:14][CH:13]=3)[CH:8]=[C:9]([C:22]3[CH:27]=[CH:26][CH:25]=[CH:24][CH:23]=3)[C:10]2=[O:21])[CH2:20][CH2:19][CH2:18][CH2:17]1, predict the reactants needed to synthesize it. The reactants are: CO[C:3]([C:5]1[C:6]([OH:28])=[C:7]2[C:12](=[CH:13][N:14]=1)[N:11]([CH2:15][CH:16]1[CH2:20][CH2:19][CH2:18][CH2:17]1)[C:10](=[O:21])[C:9]([C:22]1[CH:27]=[CH:26][CH:25]=[CH:24][CH:23]=1)=[CH:8]2)=[O:4].[NH2:29][CH2:30][CH2:31][C:32]([OH:34])=[O:33].C[O-].[Na+].